From a dataset of Cav3 T-type calcium channel HTS with 100,875 compounds. Binary Classification. Given a drug SMILES string, predict its activity (active/inactive) in a high-throughput screening assay against a specified biological target. (1) The drug is o1c2c(c3c1cccc3)cc(OC)c(NC(=O)Nc1ccc(cc1)C)c2. The result is 0 (inactive). (2) The compound is O(c1c(N2CCN(CC2)CCCCN2C(=O)c3c(C2=O)cccc3)cccc1)C. The result is 0 (inactive).